From a dataset of Full USPTO retrosynthesis dataset with 1.9M reactions from patents (1976-2016). Predict the reactants needed to synthesize the given product. (1) Given the product [C:17]([C:14]1[C:13]2[NH:12][CH:11]=[CH:10][C:9]=2[C:8]([C:6]([O:5][C:1]([CH3:4])([CH3:3])[CH3:2])=[O:7])=[CH:16][CH:15]=1)(=[O:19])[NH2:21], predict the reactants needed to synthesize it. The reactants are: [C:1]([O:5][C:6]([C:8]1[CH:16]=[CH:15][C:14]([C:17]([OH:19])=O)=[C:13]2[C:9]=1[CH:10]=[CH:11][NH:12]2)=[O:7])([CH3:4])([CH3:3])[CH3:2].C[N:21](C(ON1N=NC2C=CC=NC1=2)=[N+](C)C)C.F[P-](F)(F)(F)(F)F.CN1CCOCC1.N.CO. (2) Given the product [CH3:32][C:29]([C:24]1[CH:25]=[CH:26][CH:27]=[CH:28][C:23]=1[CH2:22][C:16]1[C:13]([CH3:14])=[N:2][N:1]([C:3]2[NH:7][C:6]3[CH:8]=[CH:9][C:10]([CH3:12])=[CH:11][C:5]=3[N:4]=2)[C:17]=1[OH:18])([CH3:30])[CH3:31], predict the reactants needed to synthesize it. The reactants are: [NH:1]([C:3]1[NH:7][C:6]2[CH:8]=[CH:9][C:10]([CH3:12])=[CH:11][C:5]=2[N:4]=1)[NH2:2].[C:13]([CH:16]([CH2:22][C:23]1[CH:28]=[CH:27][CH:26]=[CH:25][C:24]=1[C:29]([CH3:32])([CH3:31])[CH3:30])[C:17](OCC)=[O:18])(=O)[CH3:14]. (3) Given the product [CH3:36][O:35][C:32]1[CH:31]=[C:25]2[C:24]([CH2:23][N:12]([C:8]3[CH:7]=[C:6]4[C:11](=[CH:10][CH:9]=3)[N:2]([CH3:1])[CH2:3][CH2:4][CH2:5]4)[C:26]2=[O:27])=[CH:34][CH:33]=1, predict the reactants needed to synthesize it. The reactants are: [CH3:1][N:2]1[C:11]2[C:6](=[CH:7][C:8]([NH2:12])=[CH:9][CH:10]=2)[CH2:5][CH2:4][CH2:3]1.C(N(CC)C(C)C)(C)C.Br[CH2:23][C:24]1[CH:34]=[CH:33][C:32]([O:35][CH3:36])=[CH:31][C:25]=1[C:26](OCC)=[O:27].O[Li].O. (4) Given the product [NH2:8][C:9]1[N:18]=[C:17]([N:5]2[CH2:6][CH2:7][N:2]([CH3:1])[CH2:3][CH2:4]2)[C:16]2[C:11](=[CH:12][C:13]([C:20]([O:22][CH3:23])=[O:21])=[CH:14][CH:15]=2)[N:10]=1, predict the reactants needed to synthesize it. The reactants are: [CH3:1][N:2]1[CH2:7][CH2:6][NH:5][CH2:4][CH2:3]1.[NH2:8][C:9]1[N:18]=[C:17](Cl)[C:16]2[C:11](=[CH:12][C:13]([C:20]([O:22][CH3:23])=[O:21])=[CH:14][CH:15]=2)[N:10]=1.C(N(CC)CC)C. (5) Given the product [CH3:52][C:2]([CH3:1])([CH2:6][C:7]([O:9][C@H:10]1[CH2:27][CH2:26][C@@:25]2([CH3:28])[C@@H:12]([CH2:13][CH2:14][C@:15]3([CH3:49])[C@@H:24]2[CH2:23][CH2:22][C@H:21]2[C@@:16]3([CH3:48])[CH2:17][CH2:18][C@@:19]3([C@@H:36]([OH:47])[CH2:37][N:38]([CH2:39][C:40]4[CH:45]=[CH:44][C:43]([Cl:46])=[CH:42][CH:41]=4)[CH2:64][CH2:65][N:66]([CH3:69])[CH3:67])[CH2:31][C:30](=[O:32])[C:29]([CH:33]([CH3:35])[CH3:34])=[C:20]32)[C:11]1([CH3:50])[CH3:51])=[O:8])[C:3]([O:5][C:59]([CH3:63])([CH3:60])[CH3:58])=[O:4], predict the reactants needed to synthesize it. The reactants are: [CH3:1][C:2]([CH3:52])([CH2:6][C:7]([O:9][C@H:10]1[CH2:27][CH2:26][C@@:25]2([CH3:28])[C@@H:12]([CH2:13][CH2:14][C@:15]3([CH3:49])[C@@H:24]2[CH2:23][CH2:22][C@H:21]2[C@@:16]3([CH3:48])[CH2:17][CH2:18][C@@:19]3([C@@H:36]([OH:47])[CH2:37][NH:38][CH2:39][C:40]4[CH:45]=[CH:44][C:43]([Cl:46])=[CH:42][CH:41]=4)[CH2:31][C:30](=[O:32])[C:29]([CH:33]([CH3:35])[CH3:34])=[C:20]32)[C:11]1([CH3:51])[CH3:50])=[O:8])[C:3]([O-:5])=[O:4].[Na+].S([O-])(O)=O.[CH3:58][C:59]([CH3:63])(N)[CH:60]=O.[CH3:64][CH2:65][N:66]([CH2:69]C)[CH2:67]C.[BH3-]C#N.[Na+]. (6) Given the product [CH2:17]([O:16][C:10]1[CH:9]=[C:8]2[C:13]([C:4](=[O:26])[C:5]([C:24]#[N:25])=[CH:6][NH:7]2)=[CH:12][C:11]=1[O:14][CH3:15])[C:18]1[CH:19]=[CH:20][CH:21]=[CH:22][CH:23]=1, predict the reactants needed to synthesize it. The reactants are: C(O[C:4](=[O:26])/[C:5](/[C:24]#[N:25])=[CH:6]/[NH:7][C:8]1[CH:13]=[CH:12][C:11]([O:14][CH3:15])=[C:10]([O:16][CH2:17][C:18]2[CH:23]=[CH:22][CH:21]=[CH:20][CH:19]=2)[CH:9]=1)C.C1C=CC(C2C=CC=CC=2)=CC=1.C1C=CC(OC2C=CC=CC=2)=CC=1.